The task is: Token-level Classification. Given an antigen amino acid sequence, predict which amino acid positions are active epitope sites capable of antibody binding. Output is a list of indices for active positions.. This data is from B-cell epitopes from IEDB database with 3,159 antigens for binding position prediction. (1) Given the antigen sequence: QMQGVNCTVSSELKTPLGDTTHTCPRCPEPKSCDTPPPCPRCPEPKSCDTPPPCPRCPEPKSCDTPPPCPRCPAPELLGGPSVFLFPPKPKDTLMISRTPEVTCVVVDVSHEDPEVQFKWYVDGVQVHNAKTKPREQQFNSTFRVVSVLTVLHQNWLDGKEYKCKVSNKALPAPIEKTISKTKGQPREPQVYTLPPSREEMTKNQVSLTCLVKGFYPSDIAVEWESSGQPENNYNTTPPMLDSDGSFFLYSKLTVDKSRWQQGNIFSCSVMHEALHNRFTQKSLSLSPGK, which amino acid positions are active epitope sites? The epitope positions are: [97, 98, 99, 100, 101, 102, 103]. The amino acids at these positions are: RTPEVTC. (2) Given the antigen sequence: DFWESVFTGLTHIDAHFLSQTKQQGLNFSFLTAYQATVCARAQAPPPSWDEMWKCLVRLKPTLHGPTPLLYRLGPVQNEICLTHPITKYIMACMSADLEVTTSTWVLLGGVLAALAAYCLSVGCVVIVGHIELGGKPAIVPDKEVLYQQYDEMEECSQAAPYIEQAQVIAHQFKEKVLGLLQRATQQQAVIEPIVTTNWQKLEAFWHKH, which amino acid positions are active epitope sites? The epitope positions are: [132, 133, 134, 135, 136, 137, 138, 139, 140, 141, 142, 143, 144, 145, 146, 147, 148, 149, 150, 151]. The amino acids at these positions are: LGGKPAIVPDKEVLYQQYDE. (3) Given the antigen sequence: DVKLLESGGGLVNLGGSLKLSCAASGLTFYSYFMSWVRLTPEMRLELVATINSDGDKTYYPDTVKGRFTISRDNAKSTLYLQMSSLRSVDTALYYCDRRDSSFSLYFDYWGQGTTLTVSS, which amino acid positions are active epitope sites? The epitope positions are: [64, 65, 66, 67, 68, 69, 70, 71, 72, 73, 74, 75, 76, 77, 78, 79, 80]. The amino acids at these positions are: KGRFTISRDNAKSTLYL. (4) Given the antigen sequence: MSSSGAKDKPELQFPFLQDEDTVATLLECKTLFILRGLPGSGKSTLARVIVDKYRDGTKMVSADAYKITPGARGAFSEEYKRLDEDLAAYCRRRDIRILVLDDTNHERERLEQLFEMADQYQYQVVLVEPKTAWRLDCAQLKEKNQWQLSADDLKKLKPGLEKDFLPLYFGWFLTKKSSETLRKAGQVFLEELGNHKAFKKELRQFVPGDEPREKMDLVTYFGKRPPGVLHCTTKFCDYGKAPGAEEYAQQDVLKKSYSKAFTLTISALFVTPKTTGARVELSEQQLQLWPSDVDKLSPTDNLPRGSRAHITLGCAADVEAVQTGLDLLEILRQEKGGSRGEEVGELSRGKLYSLGNGRWMLTLAKNMEVRAIFTGYYGKGKPVPTQGSRKGGALQSCTII, which amino acid positions are active epitope sites? The epitope positions are: [0, 1, 2, 3, 4, 5, 6, 7, 8, 9, 10, 11, 12, 13, 14]. The amino acids at these positions are: MSSSGAKDKPELQFP.